This data is from Full USPTO retrosynthesis dataset with 1.9M reactions from patents (1976-2016). The task is: Predict the reactants needed to synthesize the given product. (1) Given the product [CH3:29][S:26]([O:17][CH:14]1[CH2:15][CH2:16][N:7]2[C:8](=[N:9][C:10]3[C:5]([C:6]2=[O:18])=[CH:4][CH:3]=[C:2]([Br:1])[CH:11]=3)[CH2:12][CH2:13]1)(=[O:28])=[O:27], predict the reactants needed to synthesize it. The reactants are: [Br:1][C:2]1[CH:11]=[C:10]2[C:5]([C:6](=[O:18])[N:7]3[CH2:16][CH2:15][CH:14]([OH:17])[CH2:13][CH2:12][C:8]3=[N:9]2)=[CH:4][CH:3]=1.CCN(CC)CC.[S:26](Cl)([CH3:29])(=[O:28])=[O:27]. (2) Given the product [Cl:32][C:29]1[CH:30]=[CH:31][C:26]([C:23]([C:20]2[N:19]([C:35]3[CH:40]=[CH:39][C:38]([F:41])=[CH:37][CH:36]=3)[C:18]([S:17][CH2:16][C:12]3[C:11]([F:42])=[CH:10][C:9]([S:6]([NH:5][CH2:4][CH2:3][CH2:2][NH:1][C:51]([NH2:52])=[NH:50])(=[O:7])=[O:8])=[CH:14][C:13]=3[F:15])=[N:22][CH:21]=2)([CH3:25])[CH3:24])=[CH:27][C:28]=1[O:33][CH3:34], predict the reactants needed to synthesize it. The reactants are: [NH2:1][CH2:2][CH2:3][CH2:4][NH:5][S:6]([C:9]1[CH:14]=[C:13]([F:15])[C:12]([CH2:16][S:17][C:18]2[N:19]([C:35]3[CH:40]=[CH:39][C:38]([F:41])=[CH:37][CH:36]=3)[C:20]([C:23]([C:26]3[CH:31]=[CH:30][C:29]([Cl:32])=[C:28]([O:33][CH3:34])[CH:27]=3)([CH3:25])[CH3:24])=[CH:21][N:22]=2)=[C:11]([F:42])[CH:10]=1)(=[O:8])=[O:7].C([NH:50][C:51](N1C=CC=N1)=[N:52]C(OC(C)(C)C)=O)(OC(C)(C)C)=O.CCN(CC)CC. (3) Given the product [CH3:1][CH:2]([CH2:5][CH2:6][CH2:7][CH2:8][CH2:9][CH2:10][CH2:11][CH2:12][CH3:13])[CH:3]=[O:4].[CH2:24]([OH:25])[CH2:23][O:22][CH2:21][CH2:20][O:19][CH2:18][CH2:17][O:16][CH2:15][CH2:14][OH:26], predict the reactants needed to synthesize it. The reactants are: [CH3:1][CH:2]([CH2:5][CH2:6][CH2:7][CH2:8][CH2:9][CH2:10][CH2:11][CH2:12][CH3:13])[CH:3]=[O:4].[CH2:14]([OH:26])[CH2:15][O:16][CH2:17][CH2:18][O:19][CH2:20][CH2:21][O:22][CH2:23][CH2:24][OH:25]. (4) Given the product [CH2:1]([O:3][C:4](=[O:17])[C:5]([CH3:7])([O:8][C:9]1[CH:14]=[CH:13][CH:12]=[C:11]([CH2:15][NH:16][C:21]([C:20]2[C:19]([CH3:18])=[N:27][C:26]([C:28]3[CH:33]=[CH:32][C:31]([C:34]([F:37])([F:35])[F:36])=[CH:30][CH:29]=3)=[CH:25][CH:24]=2)=[O:22])[CH:10]=1)[CH3:6])[CH3:2], predict the reactants needed to synthesize it. The reactants are: [CH2:1]([O:3][C:4](=[O:17])[C:5]([O:8][C:9]1[CH:14]=[CH:13][CH:12]=[C:11]([CH2:15][NH2:16])[CH:10]=1)([CH3:7])[CH3:6])[CH3:2].[CH3:18][C:19]1[N:27]=[C:26]([C:28]2[CH:33]=[CH:32][C:31]([C:34]([F:37])([F:36])[F:35])=[CH:30][CH:29]=2)[CH:25]=[CH:24][C:20]=1[C:21](O)=[O:22].COC(=O)C1C=CC(C2C=CC(C(F)(F)F)=CC=2)=NC=1C. (5) Given the product [CH3:26][C:27]1[C:34]([N+:35]([O-:37])=[O:36])=[CH:33][CH:32]=[CH:31][C:28]=1[CH2:29][N:14]1[C:15](=[O:23])[C:16]([C:18]([O:20][CH2:21][CH3:22])=[O:19])=[CH:17][N:12]([C:10]2[CH:9]=[CH:8][C:7]3[N:2]([CH3:1])[C:3](=[O:25])[CH2:4][O:5][C:6]=3[CH:11]=2)[C:13]1=[O:24], predict the reactants needed to synthesize it. The reactants are: [CH3:1][N:2]1[C:7]2[CH:8]=[CH:9][C:10]([N:12]3[CH:17]=[C:16]([C:18]([O:20][CH2:21][CH3:22])=[O:19])[C:15](=[O:23])[NH:14][C:13]3=[O:24])=[CH:11][C:6]=2[O:5][CH2:4][C:3]1=[O:25].[CH3:26][C:27]1[C:34]([N+:35]([O-:37])=[O:36])=[CH:33][CH:32]=[CH:31][C:28]=1[CH2:29]Cl.C(=O)([O-])[O-].[K+].[K+].[I-].[K+]. (6) The reactants are: [OH:1][C@@:2]1([C:9]#[C:10][C:11]2[CH:12]=[C:13]([N:17]3[C:21]4=[CH:22][N:23]=[C:24]([CH3:26])[CH:25]=[C:20]4[C:19]([C:27]([O:29]C)=O)=[N:18]3)[CH:14]=[CH:15][CH:16]=2)[CH2:6][CH2:5][N:4]([CH3:7])[C:3]1=[O:8].[NH3:31]. Given the product [OH:1][C@@:2]1([C:9]#[C:10][C:11]2[CH:12]=[C:13]([N:17]3[C:21]4=[CH:22][N:23]=[C:24]([CH3:26])[CH:25]=[C:20]4[C:19]([C:27]([NH2:31])=[O:29])=[N:18]3)[CH:14]=[CH:15][CH:16]=2)[CH2:6][CH2:5][N:4]([CH3:7])[C:3]1=[O:8], predict the reactants needed to synthesize it.